Dataset: Forward reaction prediction with 1.9M reactions from USPTO patents (1976-2016). Task: Predict the product of the given reaction. (1) The product is: [Cl:27][C:28]1[CH:33]=[CH:32][C:31]([C:2]2[C:11]3[C:6](=[CH:7][C:8]([S:12]([O:15][C:16]4[C:21]([F:22])=[C:20]([F:23])[C:19]([F:24])=[C:18]([F:25])[C:17]=4[F:26])(=[O:13])=[O:14])=[CH:9][CH:10]=3)[CH:5]=[CH:4][N:3]=2)=[C:30]([CH3:37])[CH:29]=1. Given the reactants Cl[C:2]1[C:11]2[C:6](=[CH:7][C:8]([S:12]([O:15][C:16]3[C:21]([F:22])=[C:20]([F:23])[C:19]([F:24])=[C:18]([F:25])[C:17]=3[F:26])(=[O:14])=[O:13])=[CH:9][CH:10]=2)[CH:5]=[CH:4][N:3]=1.[Cl:27][C:28]1[CH:33]=[CH:32][C:31](B(O)O)=[C:30]([CH3:37])[CH:29]=1.C(=O)([O-])[O-].[K+].[K+], predict the reaction product. (2) Given the reactants [F:1][C:2]1[C:7]([NH2:8])=[CH:6][CH:5]=[CH:4][C:3]=1[N:9]([CH3:17])[CH:10]1[CH2:15][CH2:14][N:13]([CH3:16])[CH2:12][CH2:11]1.[F:18][C:19]1[CH:27]=[C:26]([F:28])[CH:25]=[C:24]([F:29])[C:20]=1[C:21](Cl)=[O:22], predict the reaction product. The product is: [F:18][C:19]1[CH:27]=[C:26]([F:28])[CH:25]=[C:24]([F:29])[C:20]=1[C:21]([NH:8][C:7]1[CH:6]=[CH:5][CH:4]=[C:3]([N:9]([CH3:17])[CH:10]2[CH2:15][CH2:14][N:13]([CH3:16])[CH2:12][CH2:11]2)[C:2]=1[F:1])=[O:22].